This data is from Full USPTO retrosynthesis dataset with 1.9M reactions from patents (1976-2016). The task is: Predict the reactants needed to synthesize the given product. (1) Given the product [Cl:27][C:28]1[S:32][C:31]([S:33]([NH:36][C:24](=[O:25])[CH2:23][CH:20]2[CH2:21][CH2:22][N:18]([C:4]3[C:3]([C:1]#[N:2])=[CH:8][C:7]([C:9]([O:11][CH2:12][CH3:13])=[O:10])=[C:6]([C:14]([F:15])([F:16])[F:17])[N:5]=3)[CH2:19]2)(=[O:35])=[O:34])=[CH:30][CH:29]=1, predict the reactants needed to synthesize it. The reactants are: [C:1]([C:3]1[C:4]([N:18]2[CH2:22][CH2:21][CH:20]([CH2:23][C:24](O)=[O:25])[CH2:19]2)=[N:5][C:6]([C:14]([F:17])([F:16])[F:15])=[C:7]([C:9]([O:11][CH2:12][CH3:13])=[O:10])[CH:8]=1)#[N:2].[Cl:27][C:28]1[S:32][C:31]([S:33]([NH2:36])(=[O:35])=[O:34])=[CH:30][CH:29]=1. (2) Given the product [CH3:13][C:5]1[N:4]=[C:3]([C:1]([O:28][CH2:26][CH3:27])=[O:21])[CH:8]=[C:7]([C:9]([F:12])([F:11])[F:10])[CH:6]=1, predict the reactants needed to synthesize it. The reactants are: [C:1]([C:3]1[CH:8]=[C:7]([C:9]([F:12])([F:11])[F:10])[CH:6]=[C:5]([CH3:13])[N:4]=1)#N.S(=O)(=O)(O)O.O.C(=O)([O-])[O-:21].[Na+].[Na+].[CH2:26]([OH:28])[CH3:27]. (3) Given the product [CH3:40][O:39][C:37](=[O:38])[C:36]1[CH:41]=[C:32]([O:30][C:27]2[CH:26]=[CH:25][C:24]([C:21]3[CH:22]=[CH:23][C:18](/[CH:17]=[CH:16]/[C:11]4[N:12]([CH2:14][CH3:15])[CH:13]=[C:9]([C:3]5[CH:4]=[CH:5][C:6]([Cl:8])=[CH:7][C:2]=5[Cl:1])[N:10]=4)=[CH:19][CH:20]=3)=[CH:29][CH:28]=2)[CH:33]=[CH:34][C:35]=1[C:42]([F:43])([F:45])[F:44], predict the reactants needed to synthesize it. The reactants are: [Cl:1][C:2]1[CH:7]=[C:6]([Cl:8])[CH:5]=[CH:4][C:3]=1[C:9]1[N:10]=[C:11](/[CH:16]=[CH:17]/[C:18]2[CH:23]=[CH:22][C:21]([C:24]3[CH:29]=[CH:28][C:27]([OH:30])=[CH:26][CH:25]=3)=[CH:20][CH:19]=2)[N:12]([CH2:14][CH3:15])[CH:13]=1.F[C:32]1[CH:33]=[CH:34][C:35]([C:42]([F:45])([F:44])[F:43])=[C:36]([CH:41]=1)[C:37]([O:39][CH3:40])=[O:38]. (4) Given the product [N:42]([CH2:8][C:7]1[C:2]([Cl:1])=[C:3]([NH:12][C:13]2[N:18]=[C:17]([NH:19][CH:20]3[CH2:22][CH2:21]3)[C:16]3=[N:23][CH:24]=[C:25]([C:26]#[N:27])[N:15]3[N:14]=2)[CH:4]=[C:5]([C:10]#[N:11])[CH:6]=1)=[N+:43]=[N-:44], predict the reactants needed to synthesize it. The reactants are: [Cl:1][C:2]1[C:7]([CH2:8]O)=[CH:6][C:5]([C:10]#[N:11])=[CH:4][C:3]=1[NH:12][C:13]1[N:18]=[C:17]([NH:19][CH:20]2[CH2:22][CH2:21]2)[C:16]2=[N:23][CH:24]=[C:25]([C:26]#[N:27])[N:15]2[N:14]=1.C1(P([N:42]=[N+:43]=[N-:44])(C2C=CC=CC=2)=O)C=CC=CC=1.C1CCN2C(=NCCC2)CC1. (5) The reactants are: [CH3:1][N:2]1[C:6]([CH3:7])=[C:5]([OH:8])[C:4]([CH3:9])=[N:3]1.CN(C=O)C.O1CCOCC1.[H-].[Na+].[Br:23][C:24]1[CH:25]=[C:26]([N+]([O-])=O)[C:27]([C:30]#[N:31])=[N:28][CH:29]=1. Given the product [Br:23][C:24]1[CH:25]=[C:26]([O:8][C:5]2[C:4]([CH3:9])=[N:3][N:2]([CH3:1])[C:6]=2[CH3:7])[C:27]([C:30]#[N:31])=[N:28][CH:29]=1, predict the reactants needed to synthesize it. (6) The reactants are: [Cl:1][C:2]1[N:10]=[C:9]([O:11][CH:12]([CH3:14])[CH3:13])[CH:8]=[CH:7][C:3]=1[C:4]([OH:6])=[O:5].[CH3:15]N(C)C=O.C(Cl)(=O)C(Cl)=O. Given the product [Cl:1][C:2]1[N:10]=[C:9]([O:11][CH:12]([CH3:14])[CH3:13])[CH:8]=[CH:7][C:3]=1[C:4]([O:6][CH3:15])=[O:5], predict the reactants needed to synthesize it. (7) Given the product [CH:19]1[C:14]2[CH2:33][C:29]3[C:28](=[CH:27][CH:32]=[CH:31][CH:30]=3)[C:15]=2[CH:16]=[CH:17][CH:18]=1, predict the reactants needed to synthesize it. The reactants are: [C:14]1(P([C:14]2[CH:19]=[CH:18][CH:17]=[CH:16][CH:15]=2)[C:14]2[CH:19]=[CH:18][CH:17]=[CH:16][CH:15]=2)[CH:19]=[CH:18][CH:17]=[CH:16][CH:15]=1.CN(C)C(=O)C.Cl[C:27]1[CH:32]=[CH:31][CH:30]=[C:29]([CH3:33])[CH:28]=1.Cl.